This data is from Catalyst prediction with 721,799 reactions and 888 catalyst types from USPTO. The task is: Predict which catalyst facilitates the given reaction. Reactant: Cl[C:2]1[C:7]([C:8]#[N:9])=[C:6]([NH:10][CH2:11][CH2:12][OH:13])[N:5]=[C:4]([NH:14][CH2:15][CH2:16][OH:17])[N:3]=1.[OH:18][C:19]1[CH:24]=[CH:23][CH:22]=[CH:21][C:20]=1[N:25]1[CH2:30][CH2:29][NH:28][CH2:27][CH2:26]1.C(N(C(C)C)C(C)C)C. Product: [OH:17][CH2:16][CH2:15][NH:14][C:4]1[N:5]=[C:6]([NH:10][CH2:11][CH2:12][OH:13])[C:7]([C:8]#[N:9])=[C:2]([N:28]2[CH2:27][CH2:26][N:25]([C:20]3[CH:21]=[CH:22][CH:23]=[CH:24][C:19]=3[OH:18])[CH2:30][CH2:29]2)[N:3]=1. The catalyst class is: 12.